This data is from Reaction yield outcomes from USPTO patents with 853,638 reactions. The task is: Predict the reaction yield, written as a fraction of the theoretical maximum amount of product (1.0 means a 100% yield; for example, 0.34 means a 34% yield). (1) The reactants are [Si]([O:8][CH2:9][CH:10]1[O:14][N:13]=[C:12]([C:15]2[CH:20]=[CH:19][C:18]([C:21]3[CH:26]=[CH:25][C:24]([N:27]4[CH2:31][C@H:30]([CH2:32][NH:33][C:34](=[O:36])[CH3:35])[O:29][C:28]4=[O:37])=[CH:23][C:22]=3[F:38])=[CH:17][CH:16]=2)[CH2:11]1)(C(C)(C)C)(C)C.[F-].C([N+](CCCC)(CCCC)CCCC)CCC. The catalyst is O1CCCC1. The product is [F:38][C:22]1[CH:23]=[C:24]([N:27]2[CH2:31][C@H:30]([CH2:32][NH:33][C:34](=[O:36])[CH3:35])[O:29][C:28]2=[O:37])[CH:25]=[CH:26][C:21]=1[C:18]1[CH:19]=[CH:20][C:15]([C:12]2[CH2:11][CH:10]([CH2:9][OH:8])[O:14][N:13]=2)=[CH:16][CH:17]=1. The yield is 0.290. (2) No catalyst specified. The yield is 0.0700. The product is [Cl:59][C:52]1[CH:53]=[C:54]([N:8]([C:5]2[CH:4]=[CH:3][C:2]([F:1])=[CH:7][CH:6]=2)[C:9]([C:11]2([C:14]([NH2:31])=[O:16])[CH2:12][CH2:13]2)=[O:10])[CH:55]=[C:56]([Cl:57])[C:51]=1[O:50][C:49]1[CH:48]=[CH:47][N:46]=[C:45]2[N:41]([CH2:40][C:39]3[CH:61]=[CH:62][C:36]([O:35][CH3:34])=[CH:37][CH:38]=3)[N:42]=[C:43]([CH3:60])[C:44]=12. The reactants are [F:1][C:2]1[CH:7]=[CH:6][C:5]([NH:8][C:9]([C:11]2([C:14]([OH:16])=O)[CH2:13][CH2:12]2)=[O:10])=[CH:4][CH:3]=1.C1(C(O)=O)(C(O)=O)CC1.FC1C=CC([NH2:31])=CC=1.[CH3:34][O:35][C:36]1[CH:62]=[CH:61][C:39]([CH2:40][N:41]2[C:45]3=[N:46][CH:47]=[CH:48][C:49]([O:50][C:51]4[C:56]([Cl:57])=[CH:55][C:54](N)=[CH:53][C:52]=4[Cl:59])=[C:44]3[C:43]([CH3:60])=[N:42]2)=[CH:38][CH:37]=1. (3) The reactants are [CH2:1]([O:8][CH:9]1[CH2:14][CH2:13][CH:12]([CH:15]=O)[CH2:11][CH2:10]1)[C:2]1[CH:7]=[CH:6][CH:5]=[CH:4][CH:3]=1.O.[CH:18]([C:20]([CH3:22])=[O:21])=[CH2:19]. The catalyst is CO.CCOC(C)=O. The product is [CH2:1]([O:8][CH:9]1[CH2:10][CH2:11][C:12]2([CH:15]=[CH:22][C:20](=[O:21])[CH2:18][CH2:19]2)[CH2:13][CH2:14]1)[C:2]1[CH:3]=[CH:4][CH:5]=[CH:6][CH:7]=1. The yield is 0.560. (4) The reactants are [C:1]1([C:7]2[N:8]=[CH:9][NH:10][CH:11]=2)[CH:6]=[CH:5][CH:4]=[CH:3][CH:2]=1.[H-].[Na+].[CH3:14][O:15][C:16]1[CH:23]=[CH:22][C:19]([CH2:20]Cl)=[CH:18][CH:17]=1. The catalyst is CN(C=O)C. The product is [CH3:14][O:15][C:16]1[CH:23]=[CH:22][C:19]([CH2:20][N:10]2[CH:11]=[C:7]([C:1]3[CH:2]=[CH:3][CH:4]=[CH:5][CH:6]=3)[N:8]=[CH:9]2)=[CH:18][CH:17]=1. The yield is 0.890. (5) The reactants are [N:1]1[CH:6]=[CH:5][CH:4]=[CH:3][C:2]=1[N:7]1[CH2:12][CH2:11][NH:10][CH2:9][CH2:8]1.[C:13](N1C=CN=C1)([N:15]1[CH:19]=[CH:18][N:17]=[CH:16]1)=[S:14]. The catalyst is ClCCl. The product is [N:15]1([C:13]([N:10]2[CH2:9][CH2:8][N:7]([C:2]3[CH:3]=[CH:4][CH:5]=[CH:6][N:1]=3)[CH2:12][CH2:11]2)=[S:14])[CH:19]=[CH:18][N:17]=[CH:16]1. The yield is 0.830.